This data is from Full USPTO retrosynthesis dataset with 1.9M reactions from patents (1976-2016). The task is: Predict the reactants needed to synthesize the given product. (1) Given the product [CH3:28][C:19]1[C:20]2[CH2:24][O:23][C:22](=[O:25])[C:21]=2[CH:26]=[CH:27][C:18]=1[C:16](=[O:17])[CH2:15][C:2]1([O:1][S:37]([CH3:36])(=[O:39])=[O:38])[CH2:7][CH2:6][N:5]([C:8]([O:10][C:11]([CH3:14])([CH3:13])[CH3:12])=[O:9])[CH2:4][CH2:3]1, predict the reactants needed to synthesize it. The reactants are: [OH:1][C:2]1([CH2:15][C:16]([C:18]2[CH:27]=[CH:26][C:21]3[C:22](=[O:25])[O:23][CH2:24][C:20]=3[C:19]=2[CH3:28])=[O:17])[CH2:7][CH2:6][N:5]([C:8]([O:10][C:11]([CH3:14])([CH3:13])[CH3:12])=[O:9])[CH2:4][CH2:3]1.C(N(CC)CC)C.[CH3:36][S:37](Cl)(=[O:39])=[O:38]. (2) Given the product [C:1]([O:5][C:6]([C:8]1[C:17]([N:18]=[CH:32][N:33]([CH3:35])[CH3:34])=[CH:16][C:15]2[C:10](=[CH:11][C:12]([O:28][CH3:29])=[C:13]([O:19][CH2:20][CH2:21][N:22]3[CH2:23][CH2:24][O:25][CH2:26][CH2:27]3)[CH:14]=2)[CH:9]=1)=[O:7])([CH3:4])([CH3:3])[CH3:2], predict the reactants needed to synthesize it. The reactants are: [C:1]([O:5][C:6]([C:8]1[C:17]([NH2:18])=[CH:16][C:15]2[C:10](=[CH:11][C:12]([O:28][CH3:29])=[C:13]([O:19][CH2:20][CH2:21][N:22]3[CH2:27][CH2:26][O:25][CH2:24][CH2:23]3)[CH:14]=2)[CH:9]=1)=[O:7])([CH3:4])([CH3:3])[CH3:2].CO[CH:32](OC)[N:33]([CH3:35])[CH3:34]. (3) Given the product [CH3:1][C:2]1([CH3:11])[C:10]2[C:5](=[CH:6][CH:7]=[C:8]([N:17]([C:26]([O:28][C:29]([CH3:32])([CH3:31])[CH3:30])=[O:27])[NH:18][C:19]([O:21][C:22]([CH3:23])([CH3:24])[CH3:25])=[O:20])[CH:9]=2)[CH:4]=[CH:3]1.[CH3:1][C:2]1([CH3:11])[C:10]2[C:5](=[CH:6][CH:7]=[C:8]([N:17]([C:26]([O:28][C:29]([CH3:32])([CH3:31])[CH3:30])=[O:27])[NH:18][C:19]([O:21][C:22]([CH3:23])([CH3:24])[CH3:25])=[O:20])[CH:9]=2)[CH2:4][CH2:3]1, predict the reactants needed to synthesize it. The reactants are: [CH3:1][C:2]1([CH3:11])[C:10]2[C:5](=[CH:6][CH:7]=[CH:8][CH:9]=2)[CH2:4][CH2:3]1.C([Li])CCC.[N:17]([C:26]([O:28][C:29]([CH3:32])([CH3:31])[CH3:30])=[O:27])=[N:18][C:19]([O:21][C:22]([CH3:25])([CH3:24])[CH3:23])=[O:20].CO.